From a dataset of Peptide-MHC class II binding affinity with 134,281 pairs from IEDB. Regression. Given a peptide amino acid sequence and an MHC pseudo amino acid sequence, predict their binding affinity value. This is MHC class II binding data. (1) The peptide sequence is LTQYFVQENYLEYRQVPG. The MHC is DRB1_1101 with pseudo-sequence DRB1_1101. The binding affinity (normalized) is 0. (2) The binding affinity (normalized) is 0.697. The peptide sequence is TNTFVLKKEVSETQH. The MHC is DRB1_0401 with pseudo-sequence DRB1_0401. (3) The binding affinity (normalized) is 0. The peptide sequence is VIPEGWKADTSYESK. The MHC is DRB1_1302 with pseudo-sequence DRB1_1302. (4) The peptide sequence is QELLIQQWIQFMMSR. The MHC is DRB1_0101 with pseudo-sequence DRB1_0101. The binding affinity (normalized) is 0.709. (5) The peptide sequence is YGGSWKLEGRWDGEE. The MHC is DRB3_0101 with pseudo-sequence DRB3_0101. The binding affinity (normalized) is 0.237.